From a dataset of Full USPTO retrosynthesis dataset with 1.9M reactions from patents (1976-2016). Predict the reactants needed to synthesize the given product. (1) Given the product [Cl:1][C:2]1[CH:7]=[CH:6][CH:5]=[C:4]([Cl:8])[C:3]=1[NH:9][C:10]1[CH:11]=[C:12]([NH:21][C:22]2[CH:27]=[CH:26][C:25]([N:28]3[CH2:33][CH2:32][NH:31][CH2:30][CH2:29]3)=[CH:24][C:23]=2[O:41][CH3:42])[C:13]2[C:18](=[O:19])[NH:17][N:16]=[CH:15][C:14]=2[N:20]=1.[F:43][C:44]([F:49])([F:48])[C:45]([O-:47])=[O:46], predict the reactants needed to synthesize it. The reactants are: [Cl:1][C:2]1[CH:7]=[CH:6][CH:5]=[C:4]([Cl:8])[C:3]=1[NH:9][C:10]1[CH:11]=[C:12]([NH:21][C:22]2[CH:27]=[CH:26][C:25]([N:28]3[CH2:33][CH2:32][N:31](C(OC(C)(C)C)=O)[CH2:30][CH2:29]3)=[CH:24][C:23]=2[O:41][CH3:42])[C:13]2[C:18](=[O:19])[NH:17][N:16]=[CH:15][C:14]=2[N:20]=1.[F:43][C:44]([F:49])([F:48])[C:45]([OH:47])=[O:46]. (2) Given the product [Cl:29][C:23]1[CH:24]=[CH:25][CH:26]=[C:27]([Cl:28])[C:22]=1[C:21]1[C:15]2[O:14][CH:13]([CH2:12][N:31]3[CH2:36][CH2:35][CH2:34][CH2:33][CH2:32]3)[CH2:17][C:16]=2[CH:18]=[C:19]([F:30])[CH:20]=1, predict the reactants needed to synthesize it. The reactants are: CC1C=CC(S(O[CH2:12][CH:13]2[CH2:17][C:16]3[CH:18]=[C:19]([F:30])[CH:20]=[C:21]([C:22]4[C:27]([Cl:28])=[CH:26][CH:25]=[CH:24][C:23]=4[Cl:29])[C:15]=3[O:14]2)(=O)=O)=CC=1.[NH:31]1[CH2:36][CH2:35][CH2:34][CH2:33][CH2:32]1. (3) Given the product [NH2:63][C:64]1[CH2:65][C:66]([C:86](=[O:102])[N:87]([CH2:91][CH2:92][CH2:93][OH:94])[CH2:88][CH2:89][CH3:90])=[CH:67][C:68]2[CH:74]=[CH:73][C:72]([C:75]3[CH:76]=[CH:77][C:78]([CH2:79][C:50]([O:51][CH2:9][CH:10]4[CH2:6][CH2:11]4)=[O:53])=[CH:84][CH:85]=3)=[CH:71][C:69]=2[N:70]=1.[C:39]([O-:40])(=[O:38])[C:41]1[CH:46]=[CH:45][CH:44]=[CH:43][CH:42]=1, predict the reactants needed to synthesize it. The reactants are: C(OC([C:6]1[CH:11]=[CH:10][C:9](B(O)O)=CC=1)=O)C.NC1CC(C(N(CCC)CCC)=O)=CC2C=CC(Br)=CC=2N=1.C[O:38][C:39]([C:41]1[CH:46]=[CH:45][C:44](B(O)O)=[CH:43][CH:42]=1)=[O:40].[C:50](=[O:53])([O-])[O-:51].[K+].[K+].C(OC([NH:63][C:64]1[CH2:65][C:66]([C:86](=[O:102])[N:87]([CH2:91][CH2:92][CH2:93][O:94][Si](C(C)(C)C)(C)C)[CH2:88][CH2:89][CH3:90])=[CH:67][C:68]2[CH:74]=[CH:73][C:72]([C:75]3[CH:85]=[CH:84][C:78]([C:79](OCC)=O)=[CH:77][CH:76]=3)=[CH:71][C:69]=2[N:70]=1)=O)(C)(C)C. (4) Given the product [Br:22][C:23]1[CH:31]=[CH:30][C:26]([C:27]([NH:1][C:2]2[N:6]([CH3:7])[N:5]=[CH:4][C:3]=2[C:8]([O:10][CH2:11][CH3:12])=[O:9])=[O:28])=[C:25]([F:32])[CH:24]=1, predict the reactants needed to synthesize it. The reactants are: [NH2:1][C:2]1[N:6]([CH3:7])[N:5]=[CH:4][C:3]=1[C:8]([O:10][CH2:11][CH3:12])=[O:9].CCN(C(C)C)C(C)C.[Br:22][C:23]1[CH:31]=[CH:30][C:26]([C:27](Cl)=[O:28])=[C:25]([F:32])[CH:24]=1. (5) Given the product [Br-:25].[Cl:34][C:30]1[CH:29]=[C:28]([CH2:27][CH2:26][N+:13]23[CH2:14][CH2:15][CH:16]([CH2:17][CH2:18]2)[C@@H:11]([O:10][C:8](=[O:9])[C:7]([N:1]2[CH2:2][CH2:3][CH2:4][CH2:5][CH2:6]2)([C:20]2[S:21][CH:22]=[CH:23][CH:24]=2)[CH3:19])[CH2:12]3)[CH:33]=[CH:32][CH:31]=1, predict the reactants needed to synthesize it. The reactants are: [N:1]1([C:7]([C:20]2[S:21][CH:22]=[CH:23][CH:24]=2)([CH3:19])[C:8]([O:10][C@@H:11]2[CH:16]3[CH2:17][CH2:18][N:13]([CH2:14][CH2:15]3)[CH2:12]2)=[O:9])[CH2:6][CH2:5][CH2:4][CH2:3][CH2:2]1.[Br:25][CH2:26][CH2:27][C:28]1[CH:33]=[CH:32][CH:31]=[C:30]([Cl:34])[CH:29]=1. (6) Given the product [CH:8]([O:9][CH2:3][C:4]([O:6][CH3:12])=[O:5])([CH3:10])[CH3:7], predict the reactants needed to synthesize it. The reactants are: [Na].Cl[CH2:3][C:4]([OH:6])=[O:5].[CH3:7][CH:8]([CH3:10])[O-:9].[Na+].[CH:12](O)(C)C.